Dataset: Reaction yield outcomes from USPTO patents with 853,638 reactions. Task: Predict the reaction yield, written as a fraction of the theoretical maximum amount of product (1.0 means a 100% yield; for example, 0.34 means a 34% yield). The reactants are [C:1]12([C:11]3[CH:23]=[CH:22][C:14]([O:15][C:16]([CH3:21])([CH3:20])[C:17](O)=[O:18])=[CH:13][CH:12]=3)[CH2:10][CH:5]3[CH2:6][CH:7]([CH2:9][CH:3]([CH2:4]3)[CH2:2]1)[CH2:8]2.[CH3:24][N:25]([CH3:29])[CH2:26][CH2:27][NH2:28]. No catalyst specified. The product is [C:1]12([C:11]3[CH:12]=[CH:13][C:14]([O:15][C:16]([CH3:20])([CH3:21])[C:17]([NH:28][CH2:27][CH2:26][N:25]([CH3:29])[CH3:24])=[O:18])=[CH:22][CH:23]=3)[CH2:2][CH:3]3[CH2:4][CH:5]([CH2:6][CH:7]([CH2:9]3)[CH2:8]1)[CH2:10]2. The yield is 0.934.